Dataset: Peptide-MHC class I binding affinity with 185,985 pairs from IEDB/IMGT. Task: Regression. Given a peptide amino acid sequence and an MHC pseudo amino acid sequence, predict their binding affinity value. This is MHC class I binding data. (1) The peptide sequence is FVFAWFNGV. The MHC is HLA-A02:01 with pseudo-sequence HLA-A02:01. The binding affinity (normalized) is 1.00. (2) The peptide sequence is LTRSGRRAL. The MHC is HLA-B35:01 with pseudo-sequence HLA-B35:01. The binding affinity (normalized) is 0.0847. (3) The peptide sequence is LYYLFNQHI. The MHC is HLA-A23:01 with pseudo-sequence HLA-A23:01. The binding affinity (normalized) is 0.969.